From a dataset of Forward reaction prediction with 1.9M reactions from USPTO patents (1976-2016). Predict the product of the given reaction. The product is: [F:1][C:2]1[CH:7]=[CH:6][C:5]([N:8]2[C:16]3[C:11](=[CH:12][C:13]([O:17][C@H:18]([C:22]4[CH:27]=[CH:26][C:25]([C:28]([F:29])([F:31])[F:30])=[CH:24][CH:23]=4)[C@@H:19]([NH:21][C:36]([C:33]4([OH:32])[CH2:35][CH2:34]4)=[O:37])[CH3:20])=[CH:14][CH:15]=3)[CH:10]=[N:9]2)=[CH:4][CH:3]=1. Given the reactants [F:1][C:2]1[CH:7]=[CH:6][C:5]([N:8]2[C:16]3[C:11](=[CH:12][C:13]([O:17][C@H:18]([C:22]4[CH:27]=[CH:26][C:25]([C:28]([F:31])([F:30])[F:29])=[CH:24][CH:23]=4)[C@@H:19]([NH2:21])[CH3:20])=[CH:14][CH:15]=3)[CH:10]=[N:9]2)=[CH:4][CH:3]=1.[OH:32][C:33]1([C:36](O)=[O:37])[CH2:35][CH2:34]1, predict the reaction product.